The task is: Predict the product of the given reaction.. This data is from Forward reaction prediction with 1.9M reactions from USPTO patents (1976-2016). (1) Given the reactants [I:1][C:2]1[C:7]([NH2:8])=[CH:6][N:5]=[C:4]([CH:9]([CH3:11])[CH3:10])[N:3]=1.[F:12][C:13]([F:24])([F:23])[C:14](O[C:14](=[O:15])[C:13]([F:24])([F:23])[F:12])=[O:15], predict the reaction product. The product is: [F:12][C:13]([F:24])([F:23])[C:14]([NH:8][C:7]1[C:2]([I:1])=[N:3][C:4]([CH:9]([CH3:11])[CH3:10])=[N:5][CH:6]=1)=[O:15]. (2) The product is: [Cl:16][CH2:11][C:10]([C:6]1[CH:7]=[CH:8][CH:9]=[C:4]([N+:1]([O-:3])=[O:2])[CH:5]=1)=[O:12]. Given the reactants [N+:1]([C:4]1[CH:5]=[C:6]([C:10](=[O:12])[CH3:11])[CH:7]=[CH:8][CH:9]=1)([O-:3])=[O:2].S(Cl)([Cl:16])(=O)=O.O.C(OCC)(=O)C, predict the reaction product. (3) Given the reactants [C:1]([O:5][C:6]([N:8]1[C:16]2[CH:15]=[C:14]([CH:17]=[O:18])[N:13]=[CH:12][C:11]=2[C:10]([CH3:20])([CH3:19])[CH2:9]1)=[O:7])([CH3:4])([CH3:3])[CH3:2].[CH2:21]1[CH2:25]OC[CH2:22]1, predict the reaction product. The product is: [C:1]([O:5][C:6]([N:8]1[C:16]2[CH:15]=[C:14]([CH:17]([OH:18])[CH:21]([CH3:25])[CH3:22])[N:13]=[CH:12][C:11]=2[C:10]([CH3:20])([CH3:19])[CH2:9]1)=[O:7])([CH3:4])([CH3:2])[CH3:3]. (4) Given the reactants [CH:1](NC(C)C)(C)C.C([Li])CCC.[CH3:13][O:14][C:15]([CH:17]1[CH2:22][CH2:21][CH:20]([C:23]([OH:25])=[O:24])[CH2:19][CH2:18]1)=[O:16].IC, predict the reaction product. The product is: [CH3:13][O:14][C:15]([C:17]1([CH3:1])[CH2:22][CH2:21][CH:20]([C:23]([OH:25])=[O:24])[CH2:19][CH2:18]1)=[O:16].